Dataset: Peptide-MHC class I binding affinity with 185,985 pairs from IEDB/IMGT. Task: Regression. Given a peptide amino acid sequence and an MHC pseudo amino acid sequence, predict their binding affinity value. This is MHC class I binding data. (1) The peptide sequence is SCSYKIGHH. The MHC is HLA-A11:01 with pseudo-sequence HLA-A11:01. The binding affinity (normalized) is 0. (2) The MHC is HLA-A02:03 with pseudo-sequence HLA-A02:03. The binding affinity (normalized) is 0.545. The peptide sequence is SQVSFQQPL.